From a dataset of Drug-target binding data from BindingDB using Ki measurements. Regression. Given a target protein amino acid sequence and a drug SMILES string, predict the binding affinity score between them. We predict pKi (pKi = -log10(Ki in M); higher means stronger inhibition). Dataset: bindingdb_ki. (1) The drug is CCC(C)C1NC(=O)[C@H](Cc2ccccc2)NC(=O)[C@H]2CCCN2C(=O)C(Cc2ccccc2)N(C)C(=O)[C@H]2CCC=NN2C1=O. The target protein (P56494) has sequence MEGELAANWSTEAVNSSAAPPGAEGNCTAGPPRRNEALARVEVAVLCLILFLALSGNACVLLALRTTRHKHSRLFFFMKHLSIADLVVAVFQVLPQLLWDITFRFYGPDLLCRLVKYLQVVGMFASTYLLLLMSLDRCLAICQPLRSLRRRTDRLAVLATWLGCLVASAPQVHIFSLREVADGVFDCWAVFIQPWGPKAYITWITLAVYIVPVIVLAACYGLISFKIWQNLRLKTAAAAAAEAPEGAAAGDGGRMALARVSSVKLISKAKIRTVKMTFIIVLAFIVCWTPFFFVQMWSVWDANAPKEASAFIIVMLLASLNSCCNPWIYMLFTGHLFHELVQRFLCCSASYLKGNRLGETSTSKKSNSSSFVLSHRSSSQRSCSQPSTA. The pKi is 7.5. (2) The pKi is 5.0. The target protein (P05183) has sequence MDLLSALTLETWVLLAVILVLLYRLGTHRHGIFKKQGIPGPKPLPFLGTVLNYYKGLGRFDMECYKKYGKIWGLFDGQTPVFAIMDTEMIKNVLVKECFSVFTNRRDFGPVGIMGKAVSVAKDEEWKRYRALLSPTFTSGRLKEMFPIIEQYGDILVKYLKQEAETGKPVTMKKVFGAYSMDVITSTSFGVNVDSLNNPKDPFVEKTKKLLRFDFFDPLFLSVVLFPFLTPIYEMLNICMFPKDSIAFFQKFVHRIKETRLDSKHKHRVDFLQLMLNAHNNSKDEVSHKALSDVEIIAQSVIFIFAGYETTSSTLSFVLYFLATHPDIQKKLQEEIDGALPSKAPPTYDIVMEMEYLDMVLNETLRLYPIGNRLERVCKKDIELDGLFIPKGSVVTIPTYALHHDPQHWPKPEEFHPERFSKENKGSIDPYVYLPFGNGPRNCIGMRFALMNMKLALTKVLQNFSFQPCKETQIPLKLSRQAILEPEKPIVLKVLPRDAV.... The small molecule is CC(C)(C)c1ccc(NC(=O)N2CCN(c3ncccc3Cl)CC2)cc1. (3) The small molecule is CN[C@@H]1CCN(c2cc(NCC3CC3)nc(N)n2)C1. The target protein (Q91ZY1) has sequence MSESNGTDVLPLTAQVPLAFLMSLLAFAITIGNAVVILAFVADRNLRHRSNYFFLNLAISDFFVGVISIPLYIPHTLFNWNFGSGICMFWLITDYLLCTASVYSIVLISYDRYQSVSNAVRYRAQHTGILKIVAQMVAVWILAFLVNGPMILASDSWKNSTNTEECEPGFVTEWYILAITAFLEFLLPVSLVVYFSVQIYWSLWKRGSLSRCPSHAGFIATSSRGTGHSRRTGLACRTSLPGLKEPAASLHSESPRGKSSLLVSLRTHMSGSIIAFKVGSFCRSESPVLHQREHVELLRGRKLARSLAVLLSAFAICWAPYCLFTIVLSTYRRGERPKSIWYSIAFWLQWFNSLINPFLYPLCHRRFQKAFWKILCVTKQPAPSQTQSVSS. The pKi is 7.9. (4) The small molecule is COC(=O)CCC(=O)NCC(=O)CC[N+](=O)[O-]. The target protein (P0ACB2) has sequence MTDLIQRPRRLRKSPALRAMFEETTLSLNDLVLPIFVEEEIDDYKAVEAMPGVMRIPEKHLAREIERIANAGIRSVMTFGISHHTDETGSDAWREDGLVARMSRICKQTVPEMIVMSDTCFCEYTSHGHCGVLCEHGVDNDATLENLGKQAVVAAAAGADFIAPSAAMDGQVQAIRQALDAAGFKDTAIMSYSTKFASSFYGPFREAAGSALKGDRKSYQMNPMNRREAIRESLLDEAQGADCLMVKPAGAYLDIVRELRERTELPIGAYQVSGEYAMIKFAALAGAIDEEKVVLESLGSIKRAGADLIFSYFALDLAEKKILR. The pKi is 4.7.